From a dataset of Peptide-MHC class I binding affinity with 185,985 pairs from IEDB/IMGT. Regression. Given a peptide amino acid sequence and an MHC pseudo amino acid sequence, predict their binding affinity value. This is MHC class I binding data. (1) The binding affinity (normalized) is 0.418. The MHC is HLA-A29:02 with pseudo-sequence HLA-A29:02. The peptide sequence is CWLVSNGSY. (2) The peptide sequence is KPSDGNCTCI. The binding affinity (normalized) is 0.0365. The MHC is Patr-A0701 with pseudo-sequence Patr-A0701. (3) The peptide sequence is YTSLDVYGS. The MHC is HLA-A31:01 with pseudo-sequence HLA-A31:01. The binding affinity (normalized) is 0.133.